From a dataset of Full USPTO retrosynthesis dataset with 1.9M reactions from patents (1976-2016). Predict the reactants needed to synthesize the given product. Given the product [CH:8]1([C:4]2[N:3]=[C:2]([C:19]3[CH:20]=[C:21]4[C:25](=[CH:26][CH:27]=3)[NH:24][N:23]=[CH:22]4)[CH:7]=[N:6][CH:5]=2)[CH2:10][CH2:9]1, predict the reactants needed to synthesize it. The reactants are: Br[C:2]1[CH:7]=[N:6][CH:5]=[C:4]([CH:8]2[CH2:10][CH2:9]2)[N:3]=1.CC1(C)C(C)(C)OB([C:19]2[CH:20]=[C:21]3[C:25](=[CH:26][CH:27]=2)[NH:24][N:23]=[CH:22]3)O1.C([O-])([O-])=O.[Na+].[Na+].